From a dataset of Full USPTO retrosynthesis dataset with 1.9M reactions from patents (1976-2016). Predict the reactants needed to synthesize the given product. (1) Given the product [Cl:19][C:2]1[N:7]=[N:6][C:5]2[C:8]3[CH:16]=[CH:15][CH:14]=[CH:13][C:9]=3[CH2:10][CH2:11][CH2:12][C:4]=2[CH:3]=1, predict the reactants needed to synthesize it. The reactants are: O=[C:2]1[NH:7][N:6]=[C:5]2[C:8]3[CH:16]=[CH:15][CH:14]=[CH:13][C:9]=3[CH2:10][CH2:11][CH2:12][C:4]2=[CH:3]1.O=P(Cl)(Cl)[Cl:19]. (2) Given the product [C:1]([C:3]1[N:7]([CH:8]2[CH2:13][CH2:12][N:11]([C:14]([O:16][CH:17]([CH3:18])[CH3:19])=[O:15])[CH2:10][CH2:9]2)[N:6]=[CH:5][C:4]=1[CH2:20][CH2:21][C:22]1[CH:27]=[CH:26][C:25]([S:28]([CH3:31])(=[O:30])=[O:29])=[CH:24][C:23]=1[F:32])#[N:2], predict the reactants needed to synthesize it. The reactants are: [C:1]([C:3]1[N:7]([CH:8]2[CH2:13][CH2:12][N:11]([C:14]([O:16][CH:17]([CH3:19])[CH3:18])=[O:15])[CH2:10][CH2:9]2)[N:6]=[CH:5][C:4]=1[C:20]#[C:21][C:22]1[CH:27]=[CH:26][C:25]([S:28]([CH3:31])(=[O:30])=[O:29])=[CH:24][C:23]=1[F:32])#[N:2].[H][H]. (3) Given the product [Br:1][C:2]1[C:6]2[S:7][C:8]([C:10]([OH:12])=[O:11])=[CH:9][C:5]=2[S:4][CH:3]=1, predict the reactants needed to synthesize it. The reactants are: [Br:1][C:2]1[C:6]2[S:7][C:8]([C:10]([O:12]CC)=[O:11])=[CH:9][C:5]=2[S:4][CH:3]=1.Cl. (4) Given the product [NH2:26][C:23]1([CH2:22][NH:21][C:14]2[N:15]=[N:16][C:17]([C:18]([NH2:19])=[O:20])=[C:12]([NH:11][C:9]3[CH:8]=[CH:7][CH:6]=[C:5]([C:1]([CH3:4])([CH3:3])[CH3:2])[N:10]=3)[CH:13]=2)[CH2:24][CH2:25]1, predict the reactants needed to synthesize it. The reactants are: [C:1]([C:5]1[N:10]=[C:9]([NH:11][C:12]2[CH:13]=[C:14]([NH:21][CH2:22][C:23]3([NH:26]C(=O)OC(C)(C)C)[CH2:25][CH2:24]3)[N:15]=[N:16][C:17]=2[C:18](=[O:20])[NH2:19])[CH:8]=[CH:7][CH:6]=1)([CH3:4])([CH3:3])[CH3:2].C(O)(C(F)(F)F)=O. (5) Given the product [C:20]([C:17]1([NH:16][C:9]([C@@H:8]2[CH2:13][C@H:11]([OH:10])[CH2:12][N:7]2[C:5]([C:2]2([CH3:1])[CH2:4][CH2:3]2)=[O:6])=[O:14])[CH2:19][CH2:18]1)#[N:21], predict the reactants needed to synthesize it. The reactants are: [CH3:1][C:2]1([C:5]([N:7]2[CH2:12][C@@H:11]3[CH2:13][C@H:8]2[C:9](=[O:14])[O:10]3)=[O:6])[CH2:4][CH2:3]1.Cl.[NH2:16][C:17]1([C:20]#[N:21])[CH2:19][CH2:18]1.C(C(CCCC)C([O-])=O)C.[Na+].Cl.[Cl-].[Na+]. (6) Given the product [CH3:1][O:2][C:3](=[O:23])[CH2:4][O:5][C:6]1[CH:11]=[CH:10][C:9]([NH:12][CH3:13])=[CH:8][C:7]=1[CH2:21][CH3:22], predict the reactants needed to synthesize it. The reactants are: [CH3:1][O:2][C:3](=[O:23])[CH2:4][O:5][C:6]1[CH:11]=[CH:10][C:9]([N:12](C(OC(C)(C)C)=O)[CH3:13])=[CH:8][C:7]=1[CH2:21][CH3:22].C(O)(C(F)(F)F)=O. (7) Given the product [Cl:1][C:2]1[CH:7]=[C:6]([NH:24][CH:21]2[CH2:22][CH2:23][O:19][CH2:20]2)[C:5]([N+:9]([O-:11])=[O:10])=[CH:4][N:3]=1, predict the reactants needed to synthesize it. The reactants are: [Cl:1][C:2]1[CH:7]=[C:6](Cl)[C:5]([N+:9]([O-:11])=[O:10])=[CH:4][N:3]=1.C(N(CC)CC)C.[O:19]1[CH2:23][CH2:22][CH:21]([NH2:24])[CH2:20]1.